From a dataset of Full USPTO retrosynthesis dataset with 1.9M reactions from patents (1976-2016). Predict the reactants needed to synthesize the given product. (1) Given the product [Br:20][C:14]1[CH:15]=[C:16]([N+:17]([O-:19])=[O:18])[C:11]([CH3:5])=[N:12][CH:13]=1, predict the reactants needed to synthesize it. The reactants are: C(OC(=O)[CH:5]([C:11]1[C:16]([N+:17]([O-:19])=[O:18])=[CH:15][C:14]([Br:20])=[CH:13][N:12]=1)C(OCC)=O)C. (2) Given the product [CH3:1][O:2][C:3]1[CH:4]=[C:5]([C:13]2[C:14]([CH3:20])([CH3:19])[C:15](=[O:18])[NH:16][N:17]=2)[CH:6]=[CH:7][C:8]=1[OH:9], predict the reactants needed to synthesize it. The reactants are: [CH3:1][O:2][C:3]1[CH:4]=[C:5]([C:13]2[C:14]([CH3:20])([CH3:19])[C:15](=[O:18])[NH:16][N:17]=2)[CH:6]=[CH:7][C:8]=1[O:9]COC.Cl.O. (3) Given the product [Cl:1][C:2]1[CH:3]=[CH:4][C:5]2[N:6]([CH:10]=[C:11]([NH:13][C:14]([CH:16]3[CH2:18][CH2:17]3)=[O:15])[N:8]=2)[N:7]=1, predict the reactants needed to synthesize it. The reactants are: [Cl:1][C:2]1[N:7]=[N:6][C:5]([NH2:8])=[CH:4][CH:3]=1.Br[CH2:10][C:11]([NH:13][C:14]([CH:16]1[CH2:18][CH2:17]1)=[O:15])=O.P([O-])([O-])(O)=O.[K+].[K+]. (4) Given the product [Cl:1][C:2]1[N:3]=[C:4]([NH:27][C:25]2[N:24]=[CH:23][N:22]([CH3:21])[CH:26]=2)[C:5]2[CH2:10][CH2:9][CH2:8][C:6]=2[N:7]=1, predict the reactants needed to synthesize it. The reactants are: [Cl:1][C:2]1[N:3]=[C:4](Cl)[C:5]2[CH2:10][CH2:9][CH2:8][C:6]=2[N:7]=1.CCN(C(C)C)C(C)C.[CH3:21][N:22]1[CH:26]=[C:25]([NH2:27])[N:24]=[CH:23]1.CN1C=C([N+]([O-])=O)N=C1. (5) Given the product [Br:13][C:14]1[CH:15]=[CH:16][C:17]([CH2:21][CH3:22])=[C:18]([CH:24]2[C:25](=[O:29])[CH2:26][CH2:27][CH2:28][C:23]2=[O:30])[CH:19]=1, predict the reactants needed to synthesize it. The reactants are: C([O-])(=O)C.C([O-])(=O)C.C([O-])(=O)C.[Br:13][C:14]1[CH:15]=[CH:16][C:17]([CH2:21][CH3:22])=[C:18]([Pb+3])[CH:19]=1.[C:23]1(=[O:30])[CH2:28][CH2:27][CH2:26][C:25](=[O:29])[CH2:24]1.C1(C)C=CC=CC=1.Cl. (6) Given the product [F:25][C:26]1[N:37]=[CH:36][CH:35]=[CH:34][C:27]=1[C:28]([C:22]1[S:21][C:20]([N:16]2[CH2:17][CH2:18][CH2:19][N:13]([C:11]([O:10][C:6]([CH3:9])([CH3:7])[CH3:8])=[O:12])[CH2:14][CH2:15]2)=[N:24][CH:23]=1)=[O:29], predict the reactants needed to synthesize it. The reactants are: C([Li])CCC.[C:6]([O:10][C:11]([N:13]1[CH2:19][CH2:18][CH2:17][N:16]([C:20]2[S:21][CH:22]=[CH:23][N:24]=2)[CH2:15][CH2:14]1)=[O:12])([CH3:9])([CH3:8])[CH3:7].[F:25][C:26]1[N:37]=[CH:36][CH:35]=[CH:34][C:27]=1[C:28](N(OC)C)=[O:29]. (7) Given the product [NH2:1][C@H:2]([CH2:3][S:4][CH2:15][CH2:16][NH:17][C:18]([O:19][CH2:20][CH:21]=[CH2:22])=[O:23])[C:5]([OH:7])=[O:6], predict the reactants needed to synthesize it. The reactants are: [NH2:1][C@H:2]([C:5]([OH:7])=[O:6])[CH2:3][SH:4].C(=O)([O-])[O-].[Na+].[Na+].Br[CH2:15][CH2:16][NH:17][C:18](=[O:23])[O:19][CH2:20][CH:21]=[CH2:22].